The task is: Binary Classification. Given a drug SMILES string, predict its activity (active/inactive) in a high-throughput screening assay against a specified biological target.. This data is from HIV replication inhibition screening data with 41,000+ compounds from the AIDS Antiviral Screen. (1) The compound is C=CCNC(=S)NC=C(C(N)=O)C(N)=O. The result is 0 (inactive). (2) The compound is CC1(C)CC2=C(Sc3ccccc3N2)C(=O)C1C(=O)C(=O)Nc1cccc([N+](=O)[O-])c1. The result is 0 (inactive). (3) The molecule is CN1CCN(C)c2nc3ccccc3nc21. The result is 0 (inactive). (4) The drug is CCOC(=O)CSc1c([N+](=O)[O-])ncn1C. The result is 0 (inactive). (5) The molecule is CN(C)NC(=S)C(F)(F)C(F)(F)F. The result is 0 (inactive). (6) The drug is CC1(O)CC(C(F)(F)F)(C(F)(F)F)OC1=O. The result is 0 (inactive). (7) The result is 0 (inactive). The molecule is O=C1CN(S(=O)(=O)c2ccc([N+](=O)[O-])cc2)CC(=O)CN(S(=O)(=O)c2ccc([N+](=O)[O-])cc2)C1.